This data is from Forward reaction prediction with 1.9M reactions from USPTO patents (1976-2016). The task is: Predict the product of the given reaction. (1) The product is: [NH2:2][C:5]1[CH:10]=[C:9]([O:11][C:12]2[CH:17]=[CH:16][CH:15]=[CH:14][CH:13]=2)[CH:8]=[CH:7][C:6]=1[OH:18]. Given the reactants O.[N+:2]([C:5]1[CH:10]=[C:9]([O:11][C:12]2[CH:17]=[CH:16][CH:15]=[CH:14][CH:13]=2)[CH:8]=[CH:7][C:6]=1[OH:18])([O-])=O, predict the reaction product. (2) Given the reactants [C:1]([N:8]1[CH2:13][CH2:12][NH:11][CH2:10][CH2:9]1)([O:3][C:4]([CH3:7])([CH3:6])[CH3:5])=[O:2].C(N1CCN([C:22]2[CH:23]=CC([N+]([O-])=O)=C(N)[CH:27]=2)CC1)C.CC(C)=O.[BH-](OC(C)=O)(OC(C)=O)OC(C)=O.[Na+], predict the reaction product. The product is: [CH:22]([N:11]1[CH2:10][CH2:9][N:8]([C:1]([O:3][C:4]([CH3:7])([CH3:6])[CH3:5])=[O:2])[CH2:13][CH2:12]1)([CH3:23])[CH3:27]. (3) Given the reactants [C:1]([C:3]1[CH:4]=[N:5][C:6]2[C:11]([C:12]=1[NH:13][C:14]1[CH:19]=[CH:18][C:17](/[CH:20]=[CH:21]/[C:22]([O:24]C)=[O:23])=[C:16]3[O:26][CH2:27][O:28][C:15]=13)=[CH:10][C:9]([O:29][CH3:30])=[C:8]([O:31][CH3:32])[CH:7]=2)#[N:2].[OH-].[Na+], predict the reaction product. The product is: [C:1]([C:3]1[CH:4]=[N:5][C:6]2[C:11]([C:12]=1[NH:13][C:14]1[CH:19]=[CH:18][C:17](/[CH:20]=[CH:21]/[C:22]([OH:24])=[O:23])=[C:16]3[O:26][CH2:27][O:28][C:15]=13)=[CH:10][C:9]([O:29][CH3:30])=[C:8]([O:31][CH3:32])[CH:7]=2)#[N:2].